This data is from Reaction yield outcomes from USPTO patents with 853,638 reactions. The task is: Predict the reaction yield, written as a fraction of the theoretical maximum amount of product (1.0 means a 100% yield; for example, 0.34 means a 34% yield). (1) The reactants are [C:1]([O:5][C:6](=[O:31])[NH:7][C@H:8]([C:12]1[CH:17]=[C:16]([C:18]2[N:22]([CH3:23])[N:21]=[CH:20][C:19]=2[NH:24][C:25](=[O:30])[C@H:26]([CH3:29])[CH:27]=C)[CH:15]=[CH:14][N:13]=1)[CH2:9][CH:10]=C)([CH3:4])([CH3:3])[CH3:2]. The catalyst is ClCCCl.Cl[Ru](=C1N(C2C(C)=CC(C)=CC=2C)CCN1C1C(C)=CC(C)=CC=1C)(Cl)(=CC1C=CC=CC=1)[P](C1CCCCC1)(C1CCCCC1)C1CCCCC1. The product is [CH3:23][N:22]1[N:21]=[CH:20][C:19]2[NH:24][C:25](=[O:30])[C@H:26]([CH3:27])[CH:29]=[CH:10][CH2:9][C@H:8]([NH:7][C:6](=[O:31])[O:5][C:1]([CH3:3])([CH3:4])[CH3:2])[C:12]3[CH:17]=[C:16]([CH:15]=[CH:14][N:13]=3)[C:18]1=2. The yield is 0.230. (2) The reactants are [NH2:1][C:2]1[N:7]=[C:6]([S:8]([NH:11][C:12]([C:14]2[C:15]([N:22]3[CH2:26][CH:25]([CH3:27])[CH2:24][C:23]3([CH3:29])[CH3:28])=[N:16][C:17](Cl)=[C:18]([F:20])[CH:19]=2)=[O:13])(=[O:10])=[O:9])[CH:5]=[CH:4][CH:3]=1.[CH:30]([OH:33])([CH3:32])[CH3:31].[H-].[Na+]. The catalyst is CS(C)=O. The product is [NH2:1][C:2]1[N:7]=[C:6]([S:8]([NH:11][C:12]([C:14]2[C:15]([N:22]3[CH2:26][CH:25]([CH3:27])[CH2:24][C:23]3([CH3:29])[CH3:28])=[N:16][C:17]([O:33][CH:30]([CH3:32])[CH3:31])=[C:18]([F:20])[CH:19]=2)=[O:13])(=[O:10])=[O:9])[CH:5]=[CH:4][CH:3]=1. The yield is 0.230. (3) The yield is 0.420. The reactants are Cl.Cl.[NH2:3][CH:4]([C:16]1[CH:21]=[CH:20][CH:19]=[CH:18][CH:17]=1)[C:5]([O:7][C@@H:8]1[CH:13]2[CH2:14][CH2:15][N:10]([CH2:11][CH2:12]2)[CH2:9]1)=[O:6].C(N(CC)CC)C.[C:29](Cl)(=[O:36])[C:30]1[CH:35]=[CH:34][CH:33]=[CH:32][CH:31]=1. The product is [C:29]([NH:3][CH:4]([C:16]1[CH:21]=[CH:20][CH:19]=[CH:18][CH:17]=1)[C:5]([O:7][C@@H:8]1[CH:13]2[CH2:12][CH2:11][N:10]([CH2:15][CH2:14]2)[CH2:9]1)=[O:6])(=[O:36])[C:30]1[CH:35]=[CH:34][CH:33]=[CH:32][CH:31]=1. The catalyst is C(Cl)Cl. (4) The reactants are [F:1][C:2]1[CH:10]=[C:9]([F:11])[CH:8]=[CH:7][C:3]=1[CH2:4][NH:5][NH2:6].O=[C:13]([CH2:18][CH2:19][C:20]([O:22][CH3:23])=[O:21])[C:14]([O:16]C)=O.Cl.[CH2:25](O)C. The catalyst is Cl. The product is [F:1][C:2]1[CH:10]=[C:9]([F:11])[CH:8]=[CH:7][C:3]=1[CH2:4][N:5]1[C:14](=[O:16])[CH2:13][CH2:18][C:19]([C:20]([O:22][CH2:23][CH3:25])=[O:21])=[N:6]1. The yield is 0.0610. (5) The reactants are [Cl:1][C:2]1[CH:7]=[C:6]([Cl:8])[CH:5]=[CH:4][C:3]=1[OH:9].[Br:10][CH2:11][CH2:12]Br.[OH-].[Na+]. The catalyst is O. The product is [Br:10][CH2:11][CH2:12][O:9][C:3]1[CH:4]=[CH:5][C:6]([Cl:8])=[CH:7][C:2]=1[Cl:1]. The yield is 0.620. (6) The reactants are [F:1][C:2]1[CH:3]=[C:4]([NH2:9])[CH:5]=[CH:6][C:7]=1[CH3:8].[I:10](Cl)(=O)=O.I(Cl)(=O)=O.C([N+](C)(C)C)C1C=CC=CC=1.C(=O)([O-])[O-].[Ca+2]. The catalyst is CO. The product is [F:1][C:2]1[C:7]([CH3:8])=[CH:6][C:5]([I:10])=[C:4]([NH2:9])[CH:3]=1. The yield is 0.870. (7) The reactants are [CH2:1]([O:8][C:9]([N:11]1[CH2:16][CH2:15][CH:14]([NH:17][C:18]2[CH:23]=[CH:22][C:21]([F:24])=[C:20]([F:25])[CH:19]=2)[CH2:13][CH2:12]1)=[O:10])[C:2]1[CH:7]=[CH:6][CH:5]=[CH:4][CH:3]=1.C(N(CC)CC)C.[C:33](Cl)(=[O:36])[CH2:34][CH3:35]. The catalyst is ClCCl. The product is [CH2:1]([O:8][C:9]([N:11]1[CH2:12][CH2:13][CH:14]([N:17]([C:18]2[CH:23]=[CH:22][C:21]([F:24])=[C:20]([F:25])[CH:19]=2)[C:33](=[O:36])[CH2:34][CH3:35])[CH2:15][CH2:16]1)=[O:10])[C:2]1[CH:3]=[CH:4][CH:5]=[CH:6][CH:7]=1. The yield is 0.390.